Dataset: TCR-epitope binding with 47,182 pairs between 192 epitopes and 23,139 TCRs. Task: Binary Classification. Given a T-cell receptor sequence (or CDR3 region) and an epitope sequence, predict whether binding occurs between them. (1) The epitope is ITEEVGHTDLMAAY. The TCR CDR3 sequence is CASSHAGDSPLHF. Result: 1 (the TCR binds to the epitope). (2) Result: 1 (the TCR binds to the epitope). The epitope is KAFSPEVIPMF. The TCR CDR3 sequence is CASEITRDRRNTIYF. (3) The epitope is CTELKLSDY. The TCR CDR3 sequence is CASSQGLAGGDEQFF. Result: 0 (the TCR does not bind to the epitope). (4) Result: 1 (the TCR binds to the epitope). The epitope is VTEHDTLLY. The TCR CDR3 sequence is CASSQGSAPSYEQYF. (5) The epitope is KRWIILGLNK. The TCR CDR3 sequence is CSASDNELPGSSYNEQFF. Result: 1 (the TCR binds to the epitope). (6) Result: 1 (the TCR binds to the epitope). The epitope is FLNGSCGSV. The TCR CDR3 sequence is CAISAPGQGNTPSSPLHF. (7) The epitope is LQPFPQPELPYPQPQ. The TCR CDR3 sequence is CASSLDRAKIREQYV. Result: 0 (the TCR does not bind to the epitope). (8) The epitope is WICLLQFAY. The TCR CDR3 sequence is CATSGLQGPSNQPQHF. Result: 1 (the TCR binds to the epitope). (9) The epitope is SEISMDNSPNL. The TCR CDR3 sequence is CASSLAGESNIQYF. Result: 1 (the TCR binds to the epitope). (10) The epitope is HTTDPSFLGRY. The TCR CDR3 sequence is CASSKVGQGTQTWEQYF. Result: 1 (the TCR binds to the epitope).